The task is: Predict the product of the given reaction.. This data is from Forward reaction prediction with 1.9M reactions from USPTO patents (1976-2016). (1) Given the reactants [Cl:1][C:2]1[CH:7]=[CH:6][C:5]([Cl:8])=[CH:4][C:3]=1[OH:9].C(=O)([O-])[O-].[K+].[K+].[CH2:16](Br)[C:17]#[CH:18].C1(C)C=CC=CC=1, predict the reaction product. The product is: [Cl:1][C:2]1[CH:7]=[CH:6][C:5]([Cl:8])=[CH:4][C:3]=1[O:9][CH2:18][C:17]#[CH:16]. (2) Given the reactants O([C:8]([NH:10][C:11]1[N:16]=[C:15]([NH:17][CH2:18][CH2:19][CH3:20])[C:14]([C:21]([O:23][CH2:24][CH3:25])=[O:22])=[CH:13][N:12]=1)=[O:9])C1C=CC=CC=1.[NH2:26][C:27]1[CH:32]=[CH:31][N:30]=[CH:29][CH:28]=1.CN(C)C=O, predict the reaction product. The product is: [CH2:18]([NH:17][C:15]1[C:14]([C:21]([O:23][CH2:24][CH3:25])=[O:22])=[CH:13][N:12]=[C:11]([NH:10][C:8]([NH:26][C:27]2[CH:32]=[CH:31][N:30]=[CH:29][CH:28]=2)=[O:9])[N:16]=1)[CH2:19][CH3:20]. (3) Given the reactants Cl.[Cl:2][C:3]1[CH:4]=[C:5]([CH:27]=[CH:28][C:29]=1[Cl:30])[CH2:6][N:7]1[CH2:12][CH2:11][N:10]([C:13]([C@@H:15]([NH:19]C(OC(C)(C)C)=O)[CH:16]([CH3:18])[CH3:17])=[O:14])[CH2:9][CH2:8]1, predict the reaction product. The product is: [Cl:2][C:3]1[CH:4]=[C:5]([CH:27]=[CH:28][C:29]=1[Cl:30])[CH2:6][N:7]1[CH2:12][CH2:11][N:10]([C:13]([C@@H:15]([NH2:19])[CH:16]([CH3:18])[CH3:17])=[O:14])[CH2:9][CH2:8]1. (4) The product is: [OH:32][C:29]1([CH2:33][CH2:34][N:35]2[CH2:40][CH2:39][C@H:38]([OH:41])[C@@H:37]([CH3:42])[CH2:36]2)[CH2:30][CH2:31][CH:26]([NH:25][C:20]([C:14]2[NH:15][C:16]3[C:12]([CH:13]=2)=[C:11]([O:10][CH2:9][C:6]2[C:5]4[CH:23]=[CH:24][C:2]([F:1])=[CH:3][C:4]=4[O:8][CH:7]=2)[CH:19]=[CH:18][CH:17]=3)=[O:21])[CH2:27][CH2:28]1. Given the reactants [F:1][C:2]1[CH:24]=[CH:23][C:5]2[C:6]([CH2:9][O:10][C:11]3[CH:19]=[CH:18][CH:17]=[C:16]4[C:12]=3[CH:13]=[C:14]([C:20](O)=[O:21])[NH:15]4)=[CH:7][O:8][C:4]=2[CH:3]=1.[NH2:25][CH:26]1[CH2:31][CH2:30][C:29]([CH2:33][CH2:34][N:35]2[CH2:40][CH2:39][C@H:38]([OH:41])[C@@H:37]([CH3:42])[CH2:36]2)([OH:32])[CH2:28][CH2:27]1, predict the reaction product. (5) Given the reactants Cl[C:2]1[CH:7]=[C:6]([N:8]2[CH2:13][CH2:12][O:11][CH2:10][CH2:9]2)[N:5]=[C:4]([N:14]2[C:18]3[CH:19]=[CH:20][CH:21]=[CH:22][C:17]=3[N:16]=[C:15]2[CH:23]([F:25])[F:24])[N:3]=1.[CH:26]12[N:33]([C:34]([O:36]C(C)(C)C)=O)[CH:30]([CH2:31][CH2:32]1)[CH2:29][NH:28][CH2:27]2.C(=O)([O-])[O-].[Na+].[Na+].[CH3:47][N:48](C=O)C, predict the reaction product. The product is: [F:24][CH:23]([F:25])[C:15]1[N:14]([C:4]2[N:3]=[C:2]([N:28]3[CH2:27][CH:26]4[N:33]([C:34](=[O:36])[CH2:47][NH2:48])[CH:30]([CH2:31][CH2:32]4)[CH2:29]3)[CH:7]=[C:6]([N:8]3[CH2:9][CH2:10][O:11][CH2:12][CH2:13]3)[N:5]=2)[C:18]2[CH:19]=[CH:20][CH:21]=[CH:22][C:17]=2[N:16]=1. (6) The product is: [NH:23]1[C:18]2[CH:17]=[C:16]([N:4]3[C@@H:3]([C:8]4[CH:9]=[CH:10][CH:11]=[CH:12][CH:13]=4)[C:2]([CH3:14])([CH3:1])[O:6][C:5]3=[O:7])[CH:21]=[CH:20][C:19]=2[N:22]=[CH:24]1. Given the reactants [CH3:1][C:2]1([CH3:14])[O:6][C:5](=[O:7])[NH:4][C@H:3]1[C:8]1[CH:13]=[CH:12][CH:11]=[CH:10][CH:9]=1.Br[C:16]1[CH:17]=[C:18]([NH2:23])[C:19]([NH2:22])=[CH:20][CH:21]=1.[C:24](=O)([O-])[O-].[K+].[K+].C1(N)CCCCC1N.Cl, predict the reaction product.